Dataset: Full USPTO retrosynthesis dataset with 1.9M reactions from patents (1976-2016). Task: Predict the reactants needed to synthesize the given product. The reactants are: [CH2:1]([O:8][C:9](=[O:26])[NH:10][C@H:11]([CH:13]([N:15]1C(=O)C2C(=CC=CC=2)C1=O)[CH3:14])[CH3:12])[C:2]1[CH:7]=[CH:6][CH:5]=[CH:4][CH:3]=1.CN. Given the product [CH2:1]([O:8][C:9](=[O:26])[NH:10][C@H:11]([CH:13]([NH2:15])[CH3:14])[CH3:12])[C:2]1[CH:7]=[CH:6][CH:5]=[CH:4][CH:3]=1, predict the reactants needed to synthesize it.